Dataset: HIV replication inhibition screening data with 41,000+ compounds from the AIDS Antiviral Screen. Task: Binary Classification. Given a drug SMILES string, predict its activity (active/inactive) in a high-throughput screening assay against a specified biological target. (1) The compound is Cc1c(NC(=O)CSC(=S)N2CCN(Cc3ccccc3)CC2)c(=O)n(-c2ccccc2)n1C. The result is 0 (inactive). (2) The molecule is O=c1cc[nH]c2ccc3nn[nH]c3c12. The result is 0 (inactive). (3) The compound is O=[N+]([O-])OCCOc1ccc([As](=O)(O)O)cc1[N+](=O)[O-]. The result is 0 (inactive).